Dataset: Retrosynthesis with 50K atom-mapped reactions and 10 reaction types from USPTO. Task: Predict the reactants needed to synthesize the given product. (1) Given the product COC(=O)c1cnc(OCC(F)(F)F)cn1, predict the reactants needed to synthesize it. The reactants are: COC(=O)c1cnc(Cl)cn1.OCC(F)(F)F. (2) Given the product O=C(O)C=Cc1ccc(Br)nc1, predict the reactants needed to synthesize it. The reactants are: COC(=O)C=Cc1ccc(Br)nc1. (3) The reactants are: C=O.C[C@H](N)C1(O)CN(C(=O)c2ccc(F)c(F)c2Nc2ccc(I)cc2F)C1. Given the product CN[C@@H](C)C1(O)CN(C(=O)c2ccc(F)c(F)c2Nc2ccc(I)cc2F)C1, predict the reactants needed to synthesize it. (4) Given the product NC(=O)NCc1ccc(CNC(=O)[C@@H](CCCNC(N)=N[N+](=O)[O-])NC(=O)OCc2ccc3ccccc3c2)cc1, predict the reactants needed to synthesize it. The reactants are: NC(=N[N+](=O)[O-])NCCC[C@@H](NC(=O)OCc1ccc2ccccc2c1)C(=O)O.NCc1ccc(CNC(N)=O)cc1. (5) Given the product CC(C)C[C@H](NC(=O)OCc1ccccc1)C(=O)N[C@@H](Cc1c[nH]cn1)C(=O)O, predict the reactants needed to synthesize it. The reactants are: CC(C)C[C@H](NC(=O)OCc1ccccc1)C(=O)O.N[C@@H](Cc1c[nH]cn1)C(=O)O. (6) Given the product C=CCNc1ncc(F)c(Nc2ccc3c(c2)OCCO3)n1, predict the reactants needed to synthesize it. The reactants are: C=CCN.Fc1cnc(Cl)nc1Nc1ccc2c(c1)OCCO2. (7) The reactants are: CCOCCOCCBr.Clc1ncnc2cc[nH]c12. Given the product CCOCCOCCn1ccc2ncnc(Cl)c21, predict the reactants needed to synthesize it.